This data is from Forward reaction prediction with 1.9M reactions from USPTO patents (1976-2016). The task is: Predict the product of the given reaction. (1) Given the reactants [NH2:1][C:2]1[C:7]([O:8][C:9]2[CH:10]=[C:11]([CH:14]=[C:15]([Cl:17])[CH:16]=2)[C:12]#[N:13])=[C:6]([F:18])[C:5]([CH3:19])=[CH:4][CH:3]=1.C([O-])(=O)C.[NH4+].C1C(=O)N([Br:32])C(=O)C1, predict the reaction product. The product is: [NH2:1][C:2]1[C:3]([Br:32])=[CH:4][C:5]([CH3:19])=[C:6]([F:18])[C:7]=1[O:8][C:9]1[CH:10]=[C:11]([CH:14]=[C:15]([Cl:17])[CH:16]=1)[C:12]#[N:13]. (2) Given the reactants [N:1]1([C:14]([O:16]C2C=CC([N+]([O-])=O)=CC=2)=O)[C:9]2[C:4](=[CH:5][C:6]([C:10]([O:12][CH3:13])=[O:11])=[CH:7][CH:8]=2)[CH:3]=[CH:2]1.[NH2:26][C@@H:27]1[CH2:31][N:30]([C:32](=[O:52])[C@@H:33]([NH:38][C:39](=[O:51])[C@@H:40]([N:42]([CH3:50])[C:43](=[O:49])[O:44][C:45]([CH3:48])([CH3:47])[CH3:46])[CH3:41])[C:34]([CH3:37])([CH3:36])[CH3:35])[C@H:29]([C:53](=[O:65])[NH:54][C@H:55]2[C:64]3[C:59](=[CH:60][CH:61]=[CH:62][CH:63]=3)[CH2:58][CH2:57][CH2:56]2)[CH2:28]1.CCN(C(C)C)C(C)C, predict the reaction product. The product is: [C:45]([O:44][C:43]([N:42]([CH3:50])[C@@H:40]([CH3:41])[C:39]([NH:38][C@@H:33]([C:34]([CH3:37])([CH3:36])[CH3:35])[C:32]([N:30]1[C@H:29]([C:53](=[O:65])[NH:54][C@H:55]2[C:64]3[C:59](=[CH:60][CH:61]=[CH:62][CH:63]=3)[CH2:58][CH2:57][CH2:56]2)[CH2:28][C@H:27]([NH:26][C:14]([N:1]2[C:9]3[C:4](=[CH:5][C:6]([C:10]([O:12][CH3:13])=[O:11])=[CH:7][CH:8]=3)[CH:3]=[CH:2]2)=[O:16])[CH2:31]1)=[O:52])=[O:51])=[O:49])([CH3:48])([CH3:47])[CH3:46].